From a dataset of Catalyst prediction with 721,799 reactions and 888 catalyst types from USPTO. Predict which catalyst facilitates the given reaction. (1) Reactant: [CH2:1]([C:3]1[C:8]([CH2:9][S:10][C:11]2[N:16]=[C:15]([OH:17])[CH:14]=[C:13]([CH3:18])[N:12]=2)=[C:7]([CH2:19][CH3:20])[CH:6]=[CH:5][N:4]=1)[CH3:2].[ClH:21].O1CCOCC1. Product: [ClH:21].[CH2:1]([C:3]1[C:8]([CH2:9][S:10][C:11]2[N:16]=[C:15]([OH:17])[CH:14]=[C:13]([CH3:18])[N:12]=2)=[C:7]([CH2:19][CH3:20])[CH:6]=[CH:5][N:4]=1)[CH3:2]. The catalyst class is: 5. (2) Reactant: [Cl:1][C:2]1[CH:3]=[C:4]([CH:7]=[CH:8][C:9]=1[OH:10])[CH:5]=[O:6].C1(P(C2C=CC=CC=2)C2C=CC=CC=2)C=CC=CC=1.[CH3:30][C:31]1[C:36]([B:37]2[O:41][C:40]([CH3:43])([CH3:42])[C:39]([CH3:45])([CH3:44])[O:38]2)=[CH:35][CH:34]=[CH:33][C:32]=1[CH2:46]O.N(C(OC(C)C)=O)=NC(OC(C)C)=O. Product: [Cl:1][C:2]1[CH:3]=[C:4]([CH:7]=[CH:8][C:9]=1[O:10][CH2:46][C:32]1[CH:33]=[CH:34][CH:35]=[C:36]([B:37]2[O:38][C:39]([CH3:44])([CH3:45])[C:40]([CH3:43])([CH3:42])[O:41]2)[C:31]=1[CH3:30])[CH:5]=[O:6]. The catalyst class is: 1. (3) Reactant: [CH2:1]1[N:6]([C:7]2[N:12]=[C:11]3[N:13]=[CH:14][C:15]([I:17])=[CH:16][C:10]3=[N:9][C:8]=2[NH:18][NH2:19])[CH2:5][CH2:4][N:3]2[CH2:20][CH2:21][CH2:22][CH:2]12.[CH:23](OC)(OC)OC. Product: [CH2:1]1[N:6]([C:7]2[C:8]3[N:9]([CH:23]=[N:19][N:18]=3)[C:10]3[CH:16]=[C:15]([I:17])[CH:14]=[N:13][C:11]=3[N:12]=2)[CH2:5][CH2:4][N:3]2[CH2:20][CH2:21][CH2:22][CH:2]12. The catalyst class is: 28. (4) Reactant: O[C:2]1([CH2:13][C:14]([N:16]([CH3:18])[CH3:17])=[O:15])[C:10]2[C:5](=[CH:6][CH:7]=[C:8]([I:11])[CH:9]=2)[NH:4][C:3]1=O.B(F)(F)F.CCOCC. Product: [I:11][C:8]1[CH:9]=[C:10]2[C:5](=[CH:6][CH:7]=1)[NH:4][CH:3]=[C:2]2[CH2:13][C:14]([N:16]([CH3:17])[CH3:18])=[O:15]. The catalyst class is: 57. (5) Reactant: Cl[C:2]1[CH:7]=[CH:6][C:5]([S:8]([NH:11][C:12]([C:14]2[CH:19]=[CH:18][C:17]([C:20]3[CH:25]=[CH:24][C:23]([F:26])=[CH:22][CH:21]=3)=[CH:16][CH:15]=2)=[O:13])(=[O:10])=[O:9])=[CH:4][C:3]=1[N+:27]([O-:29])=[O:28].Cl.[NH2:31][CH:32]1[CH2:37][CH:36]2[CH2:38][CH:33]1[CH2:34][CH2:35]2.C(N(CC)CC)C. Product: [CH:33]12[CH2:38][CH:36]([CH2:35][CH2:34]1)[CH2:37][CH:32]2[NH:31][C:2]1[CH:7]=[CH:6][C:5]([S:8]([NH:11][C:12]([C:14]2[CH:19]=[CH:18][C:17]([C:20]3[CH:25]=[CH:24][C:23]([F:26])=[CH:22][CH:21]=3)=[CH:16][CH:15]=2)=[O:13])(=[O:10])=[O:9])=[CH:4][C:3]=1[N+:27]([O-:29])=[O:28]. The catalyst class is: 3.